This data is from Full USPTO retrosynthesis dataset with 1.9M reactions from patents (1976-2016). The task is: Predict the reactants needed to synthesize the given product. Given the product [CH3:3][O:4][C:5]1[CH:36]=[CH:35][C:8]([CH2:9][O:10][C:11]2[CH:12]=[CH:13][C:14]([CH:17]([C:31]3[CH2:38][CH2:37][O:34][N:32]=3)[CH2:18][C:19]([O:21][CH2:22][C:23]3[CH:28]=[CH:27][C:26]([O:29][CH3:30])=[CH:25][CH:24]=3)=[O:20])=[CH:15][CH:16]=2)=[CH:7][CH:6]=1, predict the reactants needed to synthesize it. The reactants are: C=C.[CH3:3][O:4][C:5]1[CH:36]=[CH:35][C:8]([CH2:9][O:10][C:11]2[CH:16]=[CH:15][C:14]([CH:17]([CH2:31][N+:32]([O-:34])=O)[CH2:18][C:19]([O:21][CH2:22][C:23]3[CH:28]=[CH:27][C:26]([O:29][CH3:30])=[CH:25][CH:24]=3)=[O:20])=[CH:13][CH:12]=2)=[CH:7][CH:6]=1.[C:37]1(N=C=O)C=CC=C[CH:38]=1.